From a dataset of Catalyst prediction with 721,799 reactions and 888 catalyst types from USPTO. Predict which catalyst facilitates the given reaction. (1) Reactant: [CH3:1][C:2]1([CH3:10])[O:9][C:7](=[O:8])[CH2:6][C:4](=[O:5])[O:3]1.[CH3:11][C:12]([CH3:14])=O.C(O)(=O)C.N1CCOCC1. The catalyst class is: 237. Product: [CH3:1][C:2]1([CH3:10])[O:9][C:7](=[O:8])[C:6](=[C:12]([CH3:14])[CH3:11])[C:4](=[O:5])[O:3]1. (2) Reactant: [NH2:1][C:2]1[N:23]=[C:5]2[C:6]([C:10]3[CH2:11][CH2:12][N:13](C(OC(C)(C)C)=O)[CH2:14][CH:15]=3)=[CH:7][CH:8]=[CH:9][N:4]2[N:3]=1.Cl. Product: [NH:13]1[CH2:14][CH:15]=[C:10]([C:6]2[C:5]3[N:4]([N:3]=[C:2]([NH2:1])[N:23]=3)[CH:9]=[CH:8][CH:7]=2)[CH2:11][CH2:12]1. The catalyst class is: 12.